This data is from Full USPTO retrosynthesis dataset with 1.9M reactions from patents (1976-2016). The task is: Predict the reactants needed to synthesize the given product. Given the product [CH3:1][S:2]([C:5]1[CH:6]=[C:7]([CH2:8][OH:9])[CH:11]=[CH:12][CH:13]=1)(=[O:3])=[O:4], predict the reactants needed to synthesize it. The reactants are: [CH3:1][S:2]([C:5]1[CH:6]=[C:7]([CH:11]=[CH:12][CH:13]=1)[C:8](O)=[O:9])(=[O:4])=[O:3].O.